From a dataset of Full USPTO retrosynthesis dataset with 1.9M reactions from patents (1976-2016). Predict the reactants needed to synthesize the given product. (1) Given the product [CH2:11]([O:15][C:16](=[O:20])[C@H:17]([CH3:19])[NH:18][C:7](=[O:9])[CH2:6][CH:1]1[CH2:2][CH2:3][CH2:4][CH2:5]1)[CH:12]([CH3:14])[CH3:13], predict the reactants needed to synthesize it. The reactants are: [CH:1]1([CH2:6][C:7]([OH:9])=O)[CH2:5][CH2:4][CH2:3][CH2:2]1.Cl.[CH2:11]([O:15][C:16](=[O:20])[C@H:17]([CH3:19])[NH2:18])[CH:12]([CH3:14])[CH3:13]. (2) The reactants are: [C:1]1([CH:7]([C:35]2[CH:40]=[CH:39][CH:38]=[CH:37][CH:36]=2)[N:8]2[C:16]3[C:11](=[CH:12][CH:13]=[CH:14][CH:15]=3)[C:10]3([C:20]4[CH:21]=[C:22](B5OC(C)(C)C(C)(C)O5)[CH:23]=[CH:24][C:19]=4[O:18][CH2:17]3)[C:9]2=[O:34])[CH:6]=[CH:5][CH:4]=[CH:3][CH:2]=1.[OH:41]O.[OH-].[Na+]. Given the product [C:35]1([CH:7]([C:1]2[CH:6]=[CH:5][CH:4]=[CH:3][CH:2]=2)[N:8]2[C:16]3[C:11](=[CH:12][CH:13]=[CH:14][CH:15]=3)[C:10]3([C:20]4[CH:21]=[C:22]([OH:41])[CH:23]=[CH:24][C:19]=4[O:18][CH2:17]3)[C:9]2=[O:34])[CH:36]=[CH:37][CH:38]=[CH:39][CH:40]=1, predict the reactants needed to synthesize it. (3) Given the product [S:2]([OH:5])([OH:4])(=[O:3])=[O:1].[CH2:17]([NH:16][C:14]1[N:13]=[C:12]([NH:20][CH2:21][CH2:22][CH3:23])[N:11]=[C:10]([N:7]([CH3:6])[NH:8][CH3:9])[N:15]=1)[CH2:18][CH3:19], predict the reactants needed to synthesize it. The reactants are: [OH:1][S:2]([OH:5])(=[O:4])=[O:3].[CH3:6][N:7]([C:10]1[N:15]=[C:14]([NH:16][CH2:17][CH2:18][CH3:19])[N:13]=[C:12]([NH:20][CH2:21][CH2:22][CH3:23])[N:11]=1)[NH:8][CH3:9]. (4) Given the product [CH2:1]([O:3][C:4]1[CH:5]=[C:6]([CH:9]=[CH:10][C:11]=1[O:12][CH3:13])/[CH:7]=[N:20]/[S:18]([C:14]([CH3:17])([CH3:16])[CH3:15])=[O:19])[CH3:2], predict the reactants needed to synthesize it. The reactants are: [CH2:1]([O:3][C:4]1[CH:5]=[C:6]([CH:9]=[CH:10][C:11]=1[O:12][CH3:13])[CH:7]=O)[CH3:2].[C:14]([S@:18]([NH2:20])=[O:19])([CH3:17])([CH3:16])[CH3:15].[Na+].[Cl-]. (5) Given the product [C:1]([NH:4][C:5]1[CH:21]=[CH:20][C:8]([C:9]([NH:11][C:12]2[CH:13]=[CH:14][C:15]([O:18][CH3:19])=[CH:16][CH:17]=2)=[O:10])=[C:7]([NH:22][C:23]([CH:25]2[CH2:30][CH2:29][N:28]([CH2:37][C:34]3[CH:35]=[CH:36][N:31]=[CH:32][CH:33]=3)[CH2:27][CH2:26]2)=[O:24])[CH:6]=1)(=[O:3])[CH3:2], predict the reactants needed to synthesize it. The reactants are: [C:1]([NH:4][C:5]1[CH:21]=[CH:20][C:8]([C:9]([NH:11][C:12]2[CH:17]=[CH:16][C:15]([O:18][CH3:19])=[CH:14][CH:13]=2)=[O:10])=[C:7]([NH:22][C:23]([CH:25]2[CH2:30][CH2:29][NH:28][CH2:27][CH2:26]2)=[O:24])[CH:6]=1)(=[O:3])[CH3:2].[N:31]1[CH:36]=[CH:35][C:34]([CH:37]=O)=[CH:33][CH:32]=1.C(O)(=O)C.C(O[BH-](OC(=O)C)OC(=O)C)(=O)C.[Na+]. (6) Given the product [CH2:29]([N:31]1[C:43]2[CH:42]=[CH:41][C:40]([NH:44][C:16]([C@@H:9]3[CH2:10][C:11](=[N:13][O:14][CH3:15])[CH2:12][N:8]3[C:6]([NH:19][C:22]3[CH:27]=[CH:26][CH:25]=[C:24]([CH3:28])[CH:23]=3)=[O:7])=[O:18])=[CH:39][C:38]=2[C:37]2[C:32]1=[CH:33][CH:34]=[CH:35][CH:36]=2)[CH3:30], predict the reactants needed to synthesize it. The reactants are: C(O[C:6]([N:8]1[CH2:12][C:11](=[N:13][O:14][CH3:15])[CH2:10][C@H:9]1[C:16]([OH:18])=O)=[O:7])(C)(C)C.[N:19]([C:22]1[CH:27]=[CH:26][CH:25]=[C:24]([CH3:28])[CH:23]=1)=C=O.[CH2:29]([N:31]1[C:43]2[CH:42]=[CH:41][C:40]([NH2:44])=[CH:39][C:38]=2[C:37]2[C:32]1=[CH:33][CH:34]=[CH:35][CH:36]=2)[CH3:30].